This data is from Reaction yield outcomes from USPTO patents with 853,638 reactions. The task is: Predict the reaction yield, written as a fraction of the theoretical maximum amount of product (1.0 means a 100% yield; for example, 0.34 means a 34% yield). (1) The reactants are [Br:1][C:2]1[C:3]([C:9]2[CH:14]=[CH:13][CH:12]=[C:11]([N+:15]([O-])=O)[CH:10]=2)=[N:4][N:5]([CH2:7][CH3:8])[CH:6]=1.[Sn].Cl. The catalyst is CCO. The product is [Br:1][C:2]1[C:3]([C:9]2[CH:10]=[C:11]([CH:12]=[CH:13][CH:14]=2)[NH2:15])=[N:4][N:5]([CH2:7][CH3:8])[CH:6]=1. The yield is 0.950. (2) The reactants are [Br:1][C:2]1[N:6]2[N:7]=[C:8]([NH:11][CH2:12][C@@H:13]3[CH2:17][CH2:16][CH2:15][NH:14]3)[CH:9]=[CH:10][C:5]2=[N:4][CH:3]=1.C(N(CC)CC)C.[C:25]([N:29]=[C:30]=[O:31])([CH3:28])([CH3:27])[CH3:26]. The catalyst is C(Cl)Cl. The product is [Br:1][C:2]1[N:6]2[N:7]=[C:8]([NH:11][CH2:12][C@@H:13]3[CH2:17][CH2:16][CH2:15][N:14]3[C:30]([NH:29][C:25]([CH3:28])([CH3:27])[CH3:26])=[O:31])[CH:9]=[CH:10][C:5]2=[N:4][CH:3]=1. The yield is 0.760. (3) The reactants are [Cl:1][C:2]1[CH:7]=[CH:6][C:5]([C:8]2[N:13]=[C:12](Cl)[C:11](Cl)=[C:10]([C:16]([O:18][CH3:19])=[O:17])[N:9]=2)=[C:4]([F:20])[C:3]=1[O:21][CH3:22].[CH3:23][NH:24][CH2:25][CH2:26][NH:27][CH3:28].C(N(CC)CC)C. The catalyst is ClCCl. The product is [Cl:1][C:2]1[CH:7]=[CH:6][C:5]([C:8]2[N:9]=[C:10]([C:16]([O:18][CH3:19])=[O:17])[C:11]3[N:27]([CH3:28])[CH2:26][CH2:25][N:24]([CH3:23])[C:12]=3[N:13]=2)=[C:4]([F:20])[C:3]=1[O:21][CH3:22]. The yield is 0.200. (4) The reactants are C([O-])([O-])=O.[K+].[K+].C([NH:15][C:16]([NH:18][CH2:19][CH:20]1[CH2:25][CH2:24][CH:23]([NH:26][C:27]([CH:29]([CH3:31])[CH3:30])=[O:28])[CH2:22][CH2:21]1)=[S:17])(=O)C1C=CC=CC=1. The catalyst is O.CO. The product is [CH:29]([C:27]([NH:26][CH:23]1[CH2:24][CH2:25][CH:20]([CH2:19][NH:18][C:16]([NH2:15])=[S:17])[CH2:21][CH2:22]1)=[O:28])([CH3:31])[CH3:30]. The yield is 1.00. (5) The reactants are [CH:1]1([CH2:6][C:7]([NH:9][C:10]2[C:15]([C:16]([F:19])([F:18])[F:17])=[CH:14][C:13]([N:20]3[CH2:25][CH2:24][O:23][CH2:22][CH2:21]3)=[CH:12][C:11]=2Br)=[O:8])[CH2:5][CH2:4][CH2:3][CH2:2]1.[N:27]1[CH:32]=[CH:31][CH:30]=[C:29](B(O)O)[CH:28]=1.C(=O)([O-])[O-].[K+].[K+]. The catalyst is CC(C)=O.C([O-])(=O)C.[Pd+2].C([O-])(=O)C. The product is [CH:1]1([CH2:6][C:7]([NH:9][C:10]2[C:15]([C:16]([F:19])([F:18])[F:17])=[CH:14][C:13]([N:20]3[CH2:25][CH2:24][O:23][CH2:22][CH2:21]3)=[CH:12][C:11]=2[C:29]2[CH:28]=[N:27][CH:32]=[CH:31][CH:30]=2)=[O:8])[CH2:5][CH2:4][CH2:3][CH2:2]1. The yield is 0.180. (6) The reactants are [CH3:1][O:2][C:3]1[CH:44]=[CH:43][C:6]([CH2:7][N:8]([CH2:34][C:35]2[CH:40]=[CH:39][C:38]([O:41][CH3:42])=[CH:37][CH:36]=2)[C:9]2[N:14]=[C:13]([CH3:15])[N:12]=[C:11]([C:16]3[C:17]([NH:24][C:25]4[CH:26]=[N:27][C:28]([O:32][CH3:33])=[C:29]([F:31])[CH:30]=4)=[N:18][CH:19]=[C:20]([CH:23]=3)[CH:21]=O)[N:10]=2)=[CH:5][CH:4]=1.[CH3:45][C@@H:46]1[CH2:51][NH:50][CH2:49][CH2:48][N:47]1[C:52]([O:54][C:55]([CH3:58])([CH3:57])[CH3:56])=[O:53].O1CCCC1.C([BH3-])#N.[Na+]. The catalyst is [O-]CC.[Ti+4].[O-]CC.[O-]CC.[O-]CC. The product is [CH3:42][O:41][C:38]1[CH:37]=[CH:36][C:35]([CH2:34][N:8]([CH2:7][C:6]2[CH:5]=[CH:4][C:3]([O:2][CH3:1])=[CH:44][CH:43]=2)[C:9]2[N:14]=[C:13]([CH3:15])[N:12]=[C:11]([C:16]3[CH:23]=[C:20]([CH2:21][N:50]4[CH2:49][CH2:48][N:47]([C:52]([O:54][C:55]([CH3:57])([CH3:56])[CH3:58])=[O:53])[C@H:46]([CH3:45])[CH2:51]4)[CH:19]=[N:18][C:17]=3[NH:24][C:25]3[CH:26]=[N:27][C:28]([O:32][CH3:33])=[C:29]([F:31])[CH:30]=3)[N:10]=2)=[CH:40][CH:39]=1. The yield is 0.741. (7) The reactants are [NH2:1][C:2]1[C:10]2[C:9]([C:11]3[CH:16]=[CH:15][CH:14]=[C:13]([NH2:17])[CH:12]=3)=[N:8][C:7]([NH:18][CH:19]3[CH2:21][CH2:20]3)=[N:6][C:5]=2[S:4][C:3]=1[C:22]([NH2:24])=[O:23].[C:25]1([CH3:34])[CH:30]=[CH:29][C:28]([N:31]=[C:32]=[O:33])=[CH:27][CH:26]=1. The catalyst is C1COCC1. The product is [NH2:1][C:2]1[C:10]2[C:9]([C:11]3[CH:16]=[CH:15][CH:14]=[C:13]([NH:17][C:32]([NH:31][C:28]4[CH:29]=[CH:30][C:25]([CH3:34])=[CH:26][CH:27]=4)=[O:33])[CH:12]=3)=[N:8][C:7]([NH:18][CH:19]3[CH2:20][CH2:21]3)=[N:6][C:5]=2[S:4][C:3]=1[C:22]([NH2:24])=[O:23]. The yield is 0.570. (8) The reactants are [CH3:1][O:2][C:3]1[CH:4]=[C:5]2[C:10](=[CH:11][C:12]=1[O:13][CH3:14])[N:9]=[CH:8][CH:7]=[C:6]2[O:15][C:16]1[CH:22]=[CH:21][C:19]([NH2:20])=[CH:18][CH:17]=1.ClC(Cl)(O[C:27](=[O:33])[O:28][C:29](Cl)(Cl)Cl)Cl.[CH3:35][O:36][C:37]1C=[CH:41][CH:40]=[CH:39][C:38]=1O.C(=O)(O)[O-].[Na+]. The catalyst is C(Cl)Cl.C(N(CC)CC)C.C1(C)C=CC=CC=1. The product is [CH3:1][O:2][C:3]1[CH:4]=[C:5]2[C:10](=[CH:11][C:12]=1[O:13][CH3:14])[N:9]=[CH:8][CH:7]=[C:6]2[O:15][C:16]1[CH:22]=[CH:21][C:19]([NH:20][C:27](=[O:33])[O:28][C:29]2[CH:41]=[CH:40][CH:39]=[CH:38][C:37]=2[O:36][CH3:35])=[CH:18][CH:17]=1. The yield is 0.460. (9) The reactants are [Cl:1][C:2]1[CH:7]=[CH:6][C:5]([C:8]2[CH:9]=[C:10]([CH3:18])[C:11]3[N:12]([C:14](I)=[CH:15][N:16]=3)[CH:13]=2)=[CH:4][CH:3]=1.C[Si]([C:23]#[CH:24])(C)C. No catalyst specified. The product is [Cl:1][C:2]1[CH:7]=[CH:6][C:5]([C:8]2[CH:9]=[C:10]([CH3:18])[C:11]3[N:12]([C:14]([C:23]#[CH:24])=[CH:15][N:16]=3)[CH:13]=2)=[CH:4][CH:3]=1. The yield is 0.800. (10) The product is [ClH:18].[F:1][C:2]([F:17])([F:16])[CH2:3][NH:4][C:5]([NH:7][NH2:8])=[O:6]. The catalyst is O1CCOCC1. The yield is 1.09. The reactants are [F:1][C:2]([F:17])([F:16])[CH2:3][NH:4][C:5]([NH:7][NH:8]C(OC(C)(C)C)=O)=[O:6].[ClH:18].